Predict which catalyst facilitates the given reaction. From a dataset of Catalyst prediction with 721,799 reactions and 888 catalyst types from USPTO. (1) Reactant: Cl[C:2]1[CH:7]=[C:6]([O:8][CH2:9][C:10]2[CH:15]=[CH:14][C:13]([O:16][CH3:17])=[CH:12][CH:11]=2)[N:5]=[C:4]([C:18]2[S:19][CH:20]=[C:21]([C:23]([F:26])([F:25])[F:24])[N:22]=2)[N:3]=1.[CH:27]([C:30]1[N:31]=[C:32]([Sn](CCCC)(CCCC)CCCC)[S:33][CH:34]=1)([CH3:29])[CH3:28].COC1C=C(C2SC=C(C(F)(F)F)N=2)N=C(C2SC=C(C)N=2)C=1. Product: [CH:27]([C:30]1[N:31]=[C:32]([C:2]2[CH:7]=[C:6]([O:8][CH2:9][C:10]3[CH:15]=[CH:14][C:13]([O:16][CH3:17])=[CH:12][CH:11]=3)[N:5]=[C:4]([C:18]3[S:19][CH:20]=[C:21]([C:23]([F:26])([F:25])[F:24])[N:22]=3)[N:3]=2)[S:33][CH:34]=1)([CH3:29])[CH3:28]. The catalyst class is: 2. (2) Reactant: [N+](C1C=CC([O:8][C:9]([O:11][CH2:12][CH2:13][C:14]([O:16][C:17]([CH3:20])([CH3:19])[CH3:18])=[O:15])=O)=CC=1)([O-])=O.[Br:23][C:24]1[CH:25]=[C:26]2[C:31](=[C:32]([CH2:35][N:36]([CH3:40])[CH2:37][C:38]#[CH:39])[C:33]=1[OH:34])[O:30][C:29](=[O:41])[CH:28]=[C:27]2[CH2:42][OH:43]. Product: [Br:23][C:24]1[CH:25]=[C:26]2[C:31](=[C:32]([CH2:35][N:36]([CH3:40])[CH2:37][C:38]#[CH:39])[C:33]=1[OH:34])[O:30][C:29](=[O:41])[CH:28]=[C:27]2[CH2:42][O:43][C:9]([O:11][CH2:12][CH2:13][C:14]([O:16][C:17]([CH3:20])([CH3:19])[CH3:18])=[O:15])=[O:8]. The catalyst class is: 143. (3) Reactant: C(OC([N:8]1[CH2:12][C@@H:11]([F:13])[CH2:10][C@H:9]1[C:14](=[O:16])[NH2:15])=O)(C)(C)C.Cl. Product: [F:13][C@@H:11]1[CH2:12][NH:8][C@H:9]([C:14]([NH2:15])=[O:16])[CH2:10]1. The catalyst class is: 51. (4) Reactant: C([O:3][C:4](=[O:23])[CH2:5][N:6]([CH2:16][C:17]1[CH:22]=[CH:21][CH:20]=[CH:19][CH:18]=1)[CH2:7][C:8]1[CH:13]=[CH:12][CH:11]=[C:10]([O:14][CH3:15])[CH:9]=1)C.[OH-].[Na+]. Product: [CH2:16]([N:6]([CH2:5][C:4]([OH:23])=[O:3])[CH2:7][C:8]1[CH:13]=[CH:12][CH:11]=[C:10]([O:14][CH3:15])[CH:9]=1)[C:17]1[CH:22]=[CH:21][CH:20]=[CH:19][CH:18]=1. The catalyst class is: 8. (5) The catalyst class is: 169. Product: [N:9]1[CH:8]=[CH:7][CH:6]=[C:5]2[C:10]=1[C:11]1[N:15]3[CH2:16][CH2:17][NH:18][C:14]3=[N:13][C:12]=1[C:3]([NH2:2])=[N:4]2. Reactant: Cl.[NH2:2][C:3]1[C:12]2[N:13]=[C:14]3[N:18](C(OC(C)(C)C)=O)[CH2:17][CH2:16][N:15]3[C:11]=2[C:10]2[C:5](=[CH:6][CH:7]=[CH:8][N:9]=2)[N:4]=1.